From a dataset of Reaction yield outcomes from USPTO patents with 853,638 reactions. Predict the reaction yield, written as a fraction of the theoretical maximum amount of product (1.0 means a 100% yield; for example, 0.34 means a 34% yield). The yield is 0.740. The reactants are Cl[C:2]1[N:7]=[C:6]([CH:8]([CH:11]2[N:15]([CH2:16][CH3:17])[C:14]3[CH:18]=[CH:19][CH:20]=[CH:21][C:13]=3[NH:12]2)[C:9]#[N:10])[CH:5]=[CH:4][N:3]=1.[CH2:22]([NH2:26])[CH:23]([CH3:25])[CH3:24]. No catalyst specified. The product is [CH2:16]([N:15]1[C:14]2[CH:18]=[CH:19][CH:20]=[CH:21][C:13]=2[NH:12]/[C:11]/1=[C:8](\[C:6]1[CH:5]=[CH:4][N:3]=[C:2]([NH:26][CH2:22][CH:23]([CH3:25])[CH3:24])[N:7]=1)/[C:9]#[N:10])[CH3:17].